Dataset: CYP2D6 inhibition data for predicting drug metabolism from PubChem BioAssay. Task: Regression/Classification. Given a drug SMILES string, predict its absorption, distribution, metabolism, or excretion properties. Task type varies by dataset: regression for continuous measurements (e.g., permeability, clearance, half-life) or binary classification for categorical outcomes (e.g., BBB penetration, CYP inhibition). Dataset: cyp2d6_veith. (1) The molecule is C/C=C\C(=O)N(CC)c1ccccc1C. The result is 0 (non-inhibitor). (2) The molecule is COc1ccc(N(C)S(=O)(=O)c2c(C)[nH]c(=O)[nH]c2=O)cc1. The result is 0 (non-inhibitor). (3) The drug is COC(=O)[C@@]1(Cc2ccccc2)[C@H]2c3cc(C(=O)N4CCCC4)n(C)c3C[C@H]2CN1C(=O)c1ccccc1. The result is 0 (non-inhibitor). (4) The molecule is Cc1cccc(Cn2ncc(Cl)c(Cl)c2=O)c1. The result is 0 (non-inhibitor). (5) The compound is COc1ccccc1-c1cncnc1N1CCN(C)CC1. The result is 1 (inhibitor). (6) The drug is Cc1ccc(S(=O)(=O)N2CCN(C(=O)CN3CCOCC3)C2)cc1. The result is 0 (non-inhibitor). (7) The drug is COc1ccc(OC)c2[nH]c(=O)c(CCNC(=O)C3CCCCC3)cc12. The result is 0 (non-inhibitor).